From a dataset of Full USPTO retrosynthesis dataset with 1.9M reactions from patents (1976-2016). Predict the reactants needed to synthesize the given product. (1) Given the product [C:20]([O:19][CH2:1][CH2:2][CH2:3][CH2:4][CH2:5][CH2:6][CH2:7][CH2:8][CH2:9][CH2:10][CH2:11][CH2:12][CH2:13][CH2:14][CH2:15][CH3:16])(=[O:24])[CH:21]([CH3:23])[OH:22], predict the reactants needed to synthesize it. The reactants are: [CH2:1]([OH:19])[CH2:2][CH2:3][CH2:4][CH2:5][CH2:6][CH2:7][CH2:8][CH2:9][CH2:10][CH2:11][CH2:12][CH2:13][CH2:14][CH2:15][CH2:16]CC.[C:20](OCC)(=[O:24])[CH:21]([CH3:23])[OH:22]. (2) Given the product [OH:2][C:3]1[CH:4]=[CH:5][C:6]([C:9]2[CH:14]=[CH:13][C:12]([C:15](=[O:17])[CH3:16])=[CH:11][C:10]=2[CH3:18])=[CH:7][CH:8]=1, predict the reactants needed to synthesize it. The reactants are: C[O:2][C:3]1[CH:8]=[CH:7][C:6]([C:9]2[CH:14]=[CH:13][C:12]([C:15](=[O:17])[CH3:16])=[CH:11][C:10]=2[CH3:18])=[CH:5][CH:4]=1.B(Br)(Br)Br.O. (3) Given the product [CH2:1]([O:4][C:5]([N:7]1[C:13]2[CH:14]=[C:15]([O:20][CH2:21][CH2:22][CH2:23][C:24]([OH:26])=[O:25])[C:16]([O:18][CH3:19])=[CH:17][C:12]=2[C:11](=[O:28])[N:10]2[CH2:29][CH2:30][CH2:31][C@H:9]2[CH:8]1[O:32][CH:33]1[CH2:38][CH2:37][CH2:36][CH2:35][O:34]1)=[O:6])[CH:2]=[CH2:3], predict the reactants needed to synthesize it. The reactants are: [CH2:1]([O:4][C:5]([N:7]1[C:13]2[CH:14]=[C:15]([O:20][CH2:21][CH2:22][CH2:23][C:24]([O:26]C)=[O:25])[C:16]([O:18][CH3:19])=[CH:17][C:12]=2[C:11](=[O:28])[N:10]2[CH2:29][CH2:30][CH2:31][C@H:9]2[CH:8]1[O:32][CH:33]1[CH2:38][CH2:37][CH2:36][CH2:35][O:34]1)=[O:6])[CH:2]=[CH2:3].[OH-].[Na+]. (4) Given the product [ClH:26].[NH:8]1[CH2:9][CH2:10][CH:11]([N:14]2[CH2:20][CH2:19][C:18]3[CH:21]=[CH:22][CH:23]=[CH:24][C:17]=3[NH:16][C:15]2=[O:25])[CH2:12][CH2:13]1, predict the reactants needed to synthesize it. The reactants are: C(OC([N:8]1[CH2:13][CH2:12][CH:11]([N:14]2[CH2:20][CH2:19][C:18]3[CH:21]=[CH:22][CH:23]=[CH:24][C:17]=3[NH:16][C:15]2=[O:25])[CH2:10][CH2:9]1)=O)(C)(C)C.[ClH:26]. (5) The reactants are: [OH:1][C:2]1[CH:7]=[CH:6][C:5]([C:8]([CH3:13])([CH3:12])[C:9]([OH:11])=O)=[CH:4][C:3]=1[N+:14]([O-:16])=[O:15].[Cl:17][C:18]1[CH:23]=[CH:22][C:21]([CH:24]([C:26]2[CH:31]=[CH:30][CH:29]=[CH:28][CH:27]=2)[NH2:25])=[C:20]([CH3:32])[CH:19]=1. Given the product [Cl:17][C:18]1[CH:23]=[CH:22][C:21]([CH:24]([C:26]2[CH:27]=[CH:28][CH:29]=[CH:30][CH:31]=2)[NH:25][C:9](=[O:11])[C:8]([C:5]2[CH:6]=[CH:7][C:2]([OH:1])=[C:3]([N+:14]([O-:16])=[O:15])[CH:4]=2)([CH3:13])[CH3:12])=[C:20]([CH3:32])[CH:19]=1, predict the reactants needed to synthesize it. (6) The reactants are: [Cl:1][C:2]1[C:7]([I:8])=[CH:6][C:5]([NH2:9])=[C:4]([O:10][CH3:11])[CH:3]=1.[C:12]([O:16][CH2:17][CH3:18])(=[O:15])[CH:13]=O.C([BH3-])#N.[Na+]. Given the product [Cl:1][C:2]1[C:7]([I:8])=[CH:6][C:5]([NH:9][CH2:13][C:12]([O:16][CH2:17][CH3:18])=[O:15])=[C:4]([O:10][CH3:11])[CH:3]=1, predict the reactants needed to synthesize it.